From a dataset of Full USPTO retrosynthesis dataset with 1.9M reactions from patents (1976-2016). Predict the reactants needed to synthesize the given product. (1) Given the product [Br:1][C:2]1[C:7]([CH3:8])=[CH:6][C:5]([O:9][CH:28]2[CH2:32][CH2:31][C:30]([CH3:33])([OH:34])[CH2:29]2)=[CH:4][C:3]=1[CH3:10], predict the reactants needed to synthesize it. The reactants are: [Br:1][C:2]1[C:7]([CH3:8])=[CH:6][C:5]([OH:9])=[CH:4][C:3]=1[CH3:10].C([O-])([O-])=O.[Cs+].[Cs+].CC1C=CC(S(O[CH:28]2[CH2:32][CH2:31][C:30]([OH:34])([CH3:33])[CH2:29]2)(=O)=O)=CC=1. (2) Given the product [NH2:7][CH:8]1[CH2:9][CH2:10][CH2:11][C:12]2[CH:13]=[C:14]([CH:18]=[CH:19][C:20]#[N:21])[CH:15]=[CH:16][C:17]1=2, predict the reactants needed to synthesize it. The reactants are: C(OC(=O)[NH:7][CH:8]1[C:17]2[C:12](=[CH:13][C:14]([CH:18]=[CH:19][C:20]#[N:21])=[CH:15][CH:16]=2)[CH2:11][CH2:10][CH2:9]1)(C)(C)C.C(O)(C(F)(F)F)=O. (3) Given the product [CH:23]1([N:15]([C@H:16]2[CH2:17][CH2:18][C@H:19]([CH3:22])[CH2:20][CH2:21]2)[C:13](=[O:14])[NH:12][C:10]2[S:11][C:7]([S:6][CH2:5][C:4]([OH:27])=[O:3])=[CH:8][N:9]=2)[CH2:26][CH2:25][CH2:24]1, predict the reactants needed to synthesize it. The reactants are: C([O:3][C:4](=[O:27])[CH2:5][S:6][C:7]1[S:11][C:10]([NH:12][C:13]([N:15]([CH:23]2[CH2:26][CH2:25][CH2:24]2)[C@H:16]2[CH2:21][CH2:20][C@H:19]([CH3:22])[CH2:18][CH2:17]2)=[O:14])=[N:9][CH:8]=1)C.C1(N[C@H]2CC[C@H](C)CC2)CCC1.NC1SC=NC=1.C(OC(=O)CS)C. (4) Given the product [CH3:1][O:2][CH2:3][CH2:4][O:5][C:6]1[C:7]([CH3:19])=[C:8]([C:9]([C:34]2[CH:35]=[N:36][N:37]([CH2:38][CH3:39])[C:33]=2[OH:32])=[O:11])[CH:12]=[CH:13][C:14]=1[S:15]([CH3:18])(=[O:17])=[O:16], predict the reactants needed to synthesize it. The reactants are: [CH3:1][O:2][CH2:3][CH2:4][O:5][C:6]1[C:7]([CH3:19])=[C:8]([CH:12]=[CH:13][C:14]=1[S:15]([CH3:18])(=[O:17])=[O:16])[C:9]([OH:11])=O.C(Cl)(=O)C(Cl)=O.CN(C=O)C.Cl.[OH:32][C:33]1[N:37]([CH2:38][CH3:39])[N:36]=[CH:35][CH:34]=1. (5) Given the product [Cl:15][C:16]1[CH:17]=[C:18]([CH:1]([OH:2])[C@H:3]2[CH2:7][CH2:6][N:5]([C:8]([O:10][C:11]([CH3:14])([CH3:13])[CH3:12])=[O:9])[CH2:4]2)[CH:19]=[CH:20][C:21]=1[F:22], predict the reactants needed to synthesize it. The reactants are: [CH:1]([C@H:3]1[CH2:7][CH2:6][N:5]([C:8]([O:10][C:11]([CH3:14])([CH3:13])[CH3:12])=[O:9])[CH2:4]1)=[O:2].[Cl:15][C:16]1[CH:17]=[C:18]([Mg]Br)[CH:19]=[CH:20][C:21]=1[F:22]. (6) The reactants are: [NH2:1][CH:2]([C:21]1[CH:26]=[CH:25][C:24]([Cl:27])=[CH:23][CH:22]=1)[C:3]1[N:7]([CH:8]([CH3:10])[CH3:9])[C:6]([C:11]2[CH2:12][CH2:13][N:14]([CH3:17])[CH2:15][CH:16]=2)=[N:5][C:4]=1[C:18]([OH:20])=O. Given the product [Cl:27][C:24]1[CH:23]=[CH:22][C:21]([CH:2]2[C:3]3[N:7]([CH:8]([CH3:10])[CH3:9])[C:6]([C:11]4[CH2:12][CH2:13][N:14]([CH3:17])[CH2:15][CH:16]=4)=[N:5][C:4]=3[C:18](=[O:20])[NH:1]2)=[CH:26][CH:25]=1, predict the reactants needed to synthesize it.